This data is from Forward reaction prediction with 1.9M reactions from USPTO patents (1976-2016). The task is: Predict the product of the given reaction. (1) Given the reactants [F:1][C:2]1[CH:3]=[C:4]([CH:34]=[CH:35][C:36]=1[OH:37])[C:5]([CH2:7][NH:8][C:9]1[CH:14]=[C:13]([O:15][CH3:16])[CH:12]=[CH:11][C:10]=1[CH:17]1[CH2:26][CH2:25][C:24]2[CH:23]=[C:22]([O:27]C(=O)C(C)(C)C)[CH:21]=[CH:20][C:19]=2[CH2:18]1)=O.[N:38]1([C:42](=O)[CH2:43]Cl)[CH2:41][CH2:40][CH2:39]1, predict the reaction product. The product is: [N:38]1([CH2:42][CH2:43][O:37][C:36]2[CH:35]=[CH:34][C:4]([CH2:5][CH2:7][NH:8][C:9]3[CH:14]=[C:13]([O:15][CH3:16])[CH:12]=[CH:11][C:10]=3[CH:17]3[CH2:26][CH2:25][C:24]4[CH:23]=[C:22]([OH:27])[CH:21]=[CH:20][C:19]=4[CH2:18]3)=[CH:3][C:2]=2[F:1])[CH2:41][CH2:40][CH2:39]1. (2) Given the reactants Cl.[C:2]([C:4]1[CH:5]=[C:6]2[N:12]=[C:11]([C:13]([C:25]3[C:33]([O:34][CH3:35])=[CH:32][C:31]([CH3:36])=[C:30]4[C:26]=3[CH:27]=[CH:28][N:29]4C(OC(C)(C)C)=O)([NH:18]S(C(C)(C)C)=O)[C:14]([F:17])([F:16])[F:15])[N:10](COCC[Si](C)(C)C)[C:7]2=[N:8][CH:9]=1)#[N:3].N, predict the reaction product. The product is: [NH2:18][C:13]([C:11]1[NH:10][C:7]2=[N:8][CH:9]=[C:4]([C:2]#[N:3])[CH:5]=[C:6]2[N:12]=1)([C:25]1[C:33]([O:34][CH3:35])=[CH:32][C:31]([CH3:36])=[C:30]2[C:26]=1[CH:27]=[CH:28][NH:29]2)[C:14]([F:16])([F:15])[F:17]. (3) Given the reactants [C:1]([O:5][C:6]([N:8]1[CH2:13][CH2:12][CH:11]([CH2:14][CH2:15][C:16]([N:18]2[CH2:23][CH2:22][CH2:21][C@@H:20]([C:24](O)=[O:25])[CH2:19]2)=[O:17])[CH2:10][CH2:9]1)=[O:7])([CH3:4])([CH3:3])[CH3:2].Cl.[CH3:28][O:29][C:30](=[O:45])[C@@H:31]([NH:34][C:35]([O:37][CH2:38][C:39]1[CH:44]=[CH:43][CH:42]=[CH:41][CH:40]=1)=[O:36])[CH2:32][NH2:33].ON1C2C=CC=CC=2N=N1.C(N=C=NCCCN(C)C)C, predict the reaction product. The product is: [CH3:28][O:29][C:30](=[O:45])[C@@H:31]([NH:34][C:35]([O:37][CH2:38][C:39]1[CH:40]=[CH:41][CH:42]=[CH:43][CH:44]=1)=[O:36])[CH2:32][NH:33][C:24]([C@@H:20]1[CH2:21][CH2:22][CH2:23][N:18]([C:16](=[O:17])[CH2:15][CH2:14][CH:11]2[CH2:12][CH2:13][N:8]([C:6]([O:5][C:1]([CH3:3])([CH3:2])[CH3:4])=[O:7])[CH2:9][CH2:10]2)[CH2:19]1)=[O:25]. (4) Given the reactants [Si]([O:8][CH2:9][C:10]1([CH3:36])[S:16][CH2:15][CH2:14][N:13]2[C:17]([C:20]3([C:23]4[CH:28]=[CH:27][C:26]([C:29]5[CH:30]=[N:31][CH:32]=[CH:33][C:34]=5[CH3:35])=[CH:25][CH:24]=4)[CH2:22][CH2:21]3)=[N:18][N:19]=[C:12]2[CH2:11]1)(C(C)(C)C)(C)C.Cl, predict the reaction product. The product is: [CH3:36][C:10]1([CH2:9][OH:8])[S:16][CH2:15][CH2:14][N:13]2[C:17]([C:20]3([C:23]4[CH:24]=[CH:25][C:26]([C:29]5[CH:30]=[N:31][CH:32]=[CH:33][C:34]=5[CH3:35])=[CH:27][CH:28]=4)[CH2:22][CH2:21]3)=[N:18][N:19]=[C:12]2[CH2:11]1. (5) Given the reactants Br[C:2]1[NH:3][C:4]2[C:9]([C:10]=1[CH:11]1[CH2:16][CH2:15][CH2:14][CH2:13][CH2:12]1)=[CH:8][CH:7]=[C:6]([C:17]([O:19][CH3:20])=[O:18])[CH:5]=2.N1C2C(=CC=C(C(OC)=O)C=2)C=C1.[CH3:34][O:35][C:36]1[CH:41]=[CH:40][C:39](B2OC(C)(C)C(C)(C)O2)=[C:38]([O:51][CH2:52][O:53][CH3:54])[CH:37]=1.C([O-])([O-])=O.[Na+].[Na+], predict the reaction product. The product is: [CH:11]1([C:10]2[C:9]3[C:4](=[CH:5][C:6]([C:17]([O:19][CH3:20])=[O:18])=[CH:7][CH:8]=3)[NH:3][C:2]=2[C:39]2[CH:40]=[CH:41][C:36]([O:35][CH3:34])=[CH:37][C:38]=2[O:51][CH2:52][O:53][CH3:54])[CH2:16][CH2:15][CH2:14][CH2:13][CH2:12]1. (6) The product is: [C:9]1([C:13]2[CH:18]=[CH:17][CH:16]=[CH:15][CH:14]=2)[CH:10]=[CH:11][CH:12]=[C:7]([NH:6][CH2:5][CH2:4][C:3]([OH:19])=[O:2])[CH:8]=1. Given the reactants C[O:2][C:3](=[O:19])[CH2:4][CH2:5][NH:6][C:7]1[CH:8]=[C:9]([C:13]2[CH:18]=[CH:17][CH:16]=[CH:15][CH:14]=2)[CH:10]=[CH:11][CH:12]=1.[OH-].[Li+], predict the reaction product.